Dataset: Full USPTO retrosynthesis dataset with 1.9M reactions from patents (1976-2016). Task: Predict the reactants needed to synthesize the given product. (1) Given the product [Cl:1][C:2]1[CH:7]=[CH:6][C:5]([S:8]([N:11]2[CH2:17][CH2:16][CH2:15][CH2:14][C:13]3[CH:18]=[CH:19][CH:20]=[CH:21][C:12]2=3)(=[O:10])=[O:9])=[CH:4][C:3]=1[N:22]1[C:30]([CH3:31])=[CH:29][C:28]([C:27]([F:35])([F:34])[F:26])=[N:25][C:23]1=[O:24], predict the reactants needed to synthesize it. The reactants are: [Cl:1][C:2]1[CH:7]=[CH:6][C:5]([S:8]([N:11]2[CH2:17][CH2:16][CH2:15][CH2:14][C:13]3[CH:18]=[CH:19][CH:20]=[CH:21][C:12]2=3)(=[O:10])=[O:9])=[CH:4][C:3]=1[NH:22][C:23]([NH2:25])=[O:24].[F:26][C:27]([F:35])([F:34])[C:28](=O)[CH2:29][C:30](=O)[CH3:31].[OH-].[Na+]. (2) The reactants are: [C:1]([C:4]1[C:22](=[O:23])[C@@:8]2([CH3:24])[C:9]3[C:15]([OH:16])=[CH:14][C:13]([O:17][CH3:18])=[C:12]([C:19]([NH2:21])=[O:20])[C:10]=3[O:11][C:7]2=[CH:6][C:5]=1[OH:25])(=[O:3])[CH3:2].[F:26][C:27]1[CH:47]=[CH:46][C:30]([CH2:31][O:32][C:33]2[C:42]3[C:37](=[CH:38][CH:39]=[CH:40][CH:41]=3)[C:36]([CH:43]=O)=[C:35]([CH3:45])[CH:34]=2)=[CH:29][CH:28]=1.C([SiH](CC)CC)C.FC(F)(F)C(O)=O. Given the product [C:1]([C:4]1[C:22](=[O:23])[C@@:8]2([CH3:24])[C:9]3[C:15]([OH:16])=[CH:14][C:13]([O:17][CH3:18])=[C:12]([C:19]([NH:21][CH2:43][C:36]4[C:37]5[C:42](=[CH:41][CH:40]=[CH:39][CH:38]=5)[C:33]([O:32][CH2:31][C:30]5[CH:29]=[CH:28][C:27]([F:26])=[CH:47][CH:46]=5)=[CH:34][C:35]=4[CH3:45])=[O:20])[C:10]=3[O:11][C:7]2=[CH:6][C:5]=1[OH:25])(=[O:3])[CH3:2], predict the reactants needed to synthesize it. (3) Given the product [C:1]([O:5][C:6](=[O:15])[NH:7][C@@H:8]1[CH2:13][C@@H:12]([CH3:14])[CH2:11][N:10]([C:22](=[O:24])[CH3:23])[CH2:9]1)([CH3:4])([CH3:2])[CH3:3], predict the reactants needed to synthesize it. The reactants are: [C:1]([O:5][C:6](=[O:15])[NH:7][C@@H:8]1[CH2:13][C@@H:12]([CH3:14])[CH2:11][NH:10][CH2:9]1)([CH3:4])([CH3:3])[CH3:2].N1C=CC=CC=1.[C:22](OC(=O)C)(=[O:24])[CH3:23].CO. (4) The reactants are: [Cl:1][C:2]1[CH:3]=[C:4]([OH:9])[CH:5]=[N:6][C:7]=1Cl.C[C:11]([O:13][Na])=[O:12].[CH3:15][CH2:16]O. Given the product [Cl:1][C:2]1[C:7]([C:11]([O:13][CH2:15][CH3:16])=[O:12])=[N:6][CH:5]=[C:4]([OH:9])[CH:3]=1, predict the reactants needed to synthesize it. (5) The reactants are: [C:1]([O:5][C:6](=[O:18])[CH2:7]/[N:8]=[CH:9]/[CH2:10][C:11]([CH2:16][CH3:17])([CH2:14][CH3:15])[CH2:12][CH3:13])([CH3:4])([CH3:3])[CH3:2].[Cl:19][C:20]1[C:21]([F:38])=[C:22](/[CH:26]=[C:27](/[C:30]2[CH:35]=[CH:34][C:33]([Cl:36])=[CH:32][C:31]=2[F:37])\[C:28]#[N:29])[CH:23]=[CH:24][CH:25]=1.C(N(CC)CC)C.C1CCN2C(=NCCC2)CC1. Given the product [C:1]([O:5][C:6]([CH:7]1[CH:26]([C:22]2[CH:23]=[CH:24][CH:25]=[C:20]([Cl:19])[C:21]=2[F:38])[C:27]([C:30]2[CH:35]=[CH:34][C:33]([Cl:36])=[CH:32][C:31]=2[F:37])([C:28]#[N:29])[CH:9]([CH2:10][C:11]([CH2:12][CH3:13])([CH2:16][CH3:17])[CH2:14][CH3:15])[NH:8]1)=[O:18])([CH3:3])([CH3:2])[CH3:4], predict the reactants needed to synthesize it. (6) Given the product [CH3:27][C:24]1[CH:25]=[CH:26][C:21]([C@H:6]2[C@H:5]([OH:4])[C@@H:10]([OH:11])[C@H:9]([OH:15])[C@@H:8]([S:19][CH3:20])[O:7]2)=[CH:22][C:23]=1[CH2:28][C:29]1[CH:30]=[CH:31][C:32]([O:35][CH2:36][CH2:37][NH:38][C:50]([NH2:51])=[NH:46])=[CH:33][CH:34]=1, predict the reactants needed to synthesize it. The reactants are: C([O:4][C@@H:5]1[C@@H:10]([O:11]C(=O)C)[C@H:9]([O:15]C(=O)C)[C@@H:8]([S:19][CH3:20])[O:7][C@H:6]1[C:21]1[CH:26]=[CH:25][C:24]([CH3:27])=[C:23]([CH2:28][C:29]2[CH:34]=[CH:33][C:32]([O:35][CH2:36][CH2:37][NH2:38])=[CH:31][CH:30]=2)[CH:22]=1)(=O)C.[N+]([O-])(O)=O.CC1C=C(C)[N:46]([C:50](=N)[NH2:51])N=1.CCN(C(C)C)C(C)C.C([O-])=O. (7) Given the product [C:8]([C:5]1[CH:6]=[CH:7][C:2](/[CH:11]=[CH:12]/[C:13]2[CH:18]=[CH:17][CH:16]=[CH:15][CH:14]=2)=[CH:3][CH:4]=1)(=[O:10])[CH3:9], predict the reactants needed to synthesize it. The reactants are: Cl[C:2]1[CH:7]=[CH:6][C:5]([C:8](=[O:10])[CH3:9])=[CH:4][CH:3]=1.[CH2:11]=[CH:12][C:13]1[CH:18]=[CH:17][CH:16]=[CH:15][CH:14]=1.C1(C(N)C2CCCCC2)CCCCC1. (8) The reactants are: [C:1]([C:3]1([C:42]2[CH:47]=[CH:46][CH:45]=[CH:44][C:43]=2[CH2:48][CH2:49][C:50](O)=[O:51])[CH2:8][CH2:7][N:6]([C:9]([C@:11]2([O:32][C:33]3[CH:37]=[C:36]([C:38]([F:41])([F:40])[F:39])[S:35][CH:34]=3)[CH2:16][CH2:15][CH2:14][N:13]([C:17](=[O:28])[C:18]3[C:23]([C:24]([F:27])([F:26])[F:25])=[CH:22][CH:21]=[N:20][CH:19]=3)[C@@H:12]2[CH2:29][CH2:30][CH3:31])=[O:10])[CH2:5][CH2:4]1)#[N:2].B.C1COCC1. Given the product [OH:51][CH2:50][CH2:49][CH2:48][C:43]1[CH:44]=[CH:45][CH:46]=[CH:47][C:42]=1[C:3]1([C:1]#[N:2])[CH2:4][CH2:5][N:6]([C:9]([C@:11]2([O:32][C:33]3[CH:37]=[C:36]([C:38]([F:41])([F:39])[F:40])[S:35][CH:34]=3)[CH2:16][CH2:15][CH2:14][N:13]([C:17](=[O:28])[C:18]3[C:23]([C:24]([F:25])([F:26])[F:27])=[CH:22][CH:21]=[N:20][CH:19]=3)[C@@H:12]2[CH2:29][CH2:30][CH3:31])=[O:10])[CH2:7][CH2:8]1, predict the reactants needed to synthesize it. (9) The reactants are: [Cl:1][C:2]1[CH:7]=[C:6]([CH2:8][C:9]([NH:11][NH2:12])=O)[CH:5]=[CH:4][N:3]=1.Cl[C:14]1[N:15]=[N:16][C:17]([C:20]2[CH:21]=[N:22][CH:23]=[CH:24][CH:25]=2)=[CH:18][CH:19]=1. Given the product [Cl:1][C:2]1[CH:7]=[C:6]([CH2:8][C:9]2[N:15]3[N:16]=[C:17]([C:20]4[CH:21]=[N:22][CH:23]=[CH:24][CH:25]=4)[CH:18]=[CH:19][C:14]3=[N:12][N:11]=2)[CH:5]=[CH:4][N:3]=1, predict the reactants needed to synthesize it.